From a dataset of Reaction yield outcomes from USPTO patents with 853,638 reactions. Predict the reaction yield, written as a fraction of the theoretical maximum amount of product (1.0 means a 100% yield; for example, 0.34 means a 34% yield). (1) The reactants are Cl.Cl.Cl.[S:4]1[C:8]2=[C:9]([N:13]3[CH2:18][CH2:17][N:16]([CH2:19][CH2:20][C@H:21]4[CH2:26][CH2:25][C@H:24]([NH2:27])[CH2:23][CH2:22]4)[CH2:15][CH2:14]3)[N:10]=[CH:11][CH:12]=[C:7]2[CH:6]=[CH:5]1.[C:28](O)(=[O:31])[CH2:29][CH3:30].CCN(C(C)C)C(C)C.CN(C(ON1N=NC2C=CC=CC1=2)=[N+](C)C)C.[B-](F)(F)(F)F.C([O-])(O)=O.[Na+]. The catalyst is CN(C=O)C. The product is [S:4]1[C:8]2=[C:9]([N:13]3[CH2:18][CH2:17][N:16]([CH2:19][CH2:20][C@H:21]4[CH2:26][CH2:25][C@H:24]([NH:27][C:28](=[O:31])[CH2:29][CH3:30])[CH2:23][CH2:22]4)[CH2:15][CH2:14]3)[N:10]=[CH:11][CH:12]=[C:7]2[CH:6]=[CH:5]1. The yield is 0.830. (2) The reactants are Cl[CH2:2][C:3]1[NH:7][N:6]=[N:5][N:4]=1.[CH2:8]([N:15]1[C:23]2[C:18](=[CH:19][CH:20]=[CH:21][CH:22]=2)[C:17]([CH2:24][CH2:25][CH2:26][CH2:27][CH3:28])=[C:16]1[C:29]1[CH:38]=[CH:37][C:36]2[C:31](=[CH:32][CH:33]=[C:34]([OH:39])[CH:35]=2)[CH:30]=1)[C:9]1[CH:14]=[CH:13][CH:12]=[CH:11][CH:10]=1.C(=O)([O-])[O-].[Cs+].[Cs+].Cl.[OH-].[Na+]. The catalyst is CC(C)=O.C1(C)C=CC(S([O-])(=O)=O)=CC=1.[NH+]1C=CC=CC=1.C1(C)C=CC=CC=1.CO. The product is [CH2:8]([N:15]1[C:23]2[C:18](=[CH:19][CH:20]=[CH:21][CH:22]=2)[C:17]([CH2:24][CH2:25][CH2:26][CH2:27][CH3:28])=[C:16]1[C:29]1[CH:38]=[CH:37][C:36]2[C:31](=[CH:32][CH:33]=[C:34]([O:39][CH2:2][C:3]3[NH:7][N:6]=[N:5][N:4]=3)[CH:35]=2)[CH:30]=1)[C:9]1[CH:10]=[CH:11][CH:12]=[CH:13][CH:14]=1. The yield is 0.764. (3) The reactants are [Li+].CC([N-]C(C)C)C.[CH2:9]1[CH2:13][O:12][CH2:11][CH2:10]1.[Se:14]1[CH:18]=[CH:17][CH:16]=[C:15]1[C:19]1[Se:20][C:21]([C:24]2[Se:25]C=CC=2)=[CH:22][CH:23]=1.CN(C=O)C. The catalyst is C(OCC)(=O)C. The product is [CH:11]([C:10]1[Se:25][C:24]([C:21]2[Se:20][C:19]([C:15]3[Se:14][CH:18]=[CH:17][CH:16]=3)=[CH:23][CH:22]=2)=[CH:13][CH:9]=1)=[O:12]. The yield is 0.750. (4) The reactants are [Br:1][C:2]1[CH:3]=[C:4]([S:8](Cl)(=[O:10])=[O:9])[CH:5]=[N:6][CH:7]=1.[NH2:12][C:13]([CH3:17])([CH3:16])[CH2:14][OH:15].C(O)(=O)CC(CC(O)=O)(C(O)=O)O.Cl. The catalyst is C1COCC1.CC(O)=O.CCN(CC)CC. The product is [OH:15][CH2:14][C:13]([NH:12][S:8]([C:4]1[CH:5]=[N:6][CH:7]=[C:2]([Br:1])[CH:3]=1)(=[O:10])=[O:9])([CH3:17])[CH3:16]. The yield is 0.410.